From a dataset of Forward reaction prediction with 1.9M reactions from USPTO patents (1976-2016). Predict the product of the given reaction. (1) Given the reactants IC1C=CC(C2NC([C@@H](N3C(=O)[C@@H](CCC(O)=O)NC3=O)C(C)C)=NC=2)=CC=1.C1(C[C@H:33]2[NH:37][C:36](=[O:38])[N:35]([C@H:39]([C:48]3[NH:49]C(C4C=CC(I)=CC=4F)=C(C)[N:52]=3)[C@H:40]([C:42]3[CH:47]=[CH:46][CH:45]=[CH:44][CH:43]=3)[CH3:41])[C:34]2=[O:62])CC1.[Br:63][C:64]1[CH:69]=[CH:68][C:67]([C:70](=O)[CH2:71][CH3:72])=[CH:66][CH:65]=1.C(OC(N[C@H]([C:86]1[CH:91]=[CH:90][C:89]([O:92][CH2:93][C:94](=[O:98])N(C)C)=[CH:88][CH:87]=1)C(O)=O)=O)(C)(C)C.ClN1C(=O)CCC1=O, predict the reaction product. The product is: [Br:63][C:64]1[CH:69]=[CH:68][C:67]([C:70]2[NH:49][C:48]([C@@H:39]([N:35]3[C:34](=[O:62])[C@@H:33]([C:86]4[CH:91]=[CH:90][C:89]([O:92][CH2:93][CH2:94][OH:98])=[CH:88][CH:87]=4)[NH:37][C:36]3=[O:38])[C@H:40]([C:42]3[CH:43]=[CH:44][CH:45]=[CH:46][CH:47]=3)[CH3:41])=[N:52][C:71]=2[CH3:72])=[CH:66][CH:65]=1. (2) Given the reactants Cl[S:2]([C:5]1[CH:14]=[CH:13][C:12]2[NH:11][C:10](=[O:15])[C:9]3[NH:16][CH:17]=[C:18]([C:19]([OH:21])=[O:20])[C:8]=3[C:7]=2[CH:6]=1)(=[O:4])=[O:3].[C:22]([O:26][C:27]([N:29]1[CH2:33][CH2:32][CH2:31][C@H:30]1[CH2:34][NH:35][CH:36]1[CH2:38][CH2:37]1)=[O:28])([CH3:25])([CH3:24])[CH3:23].C(OS(OCCC)(=O)=O)CC, predict the reaction product. The product is: [C:22]([O:26][C:27]([N:29]1[CH2:33][CH2:32][CH2:31][C@H:30]1[CH2:34][N:35]([CH:36]1[CH2:37][CH2:38]1)[S:2]([C:5]1[CH:14]=[CH:13][C:12]2[NH:11][C:10](=[O:15])[C:9]3[NH:16][CH:17]=[CH:18][C:8]=3[C:7]=2[CH:6]=1)(=[O:3])=[O:4])=[O:28])([CH3:25])([CH3:23])[CH3:24].[CH2:18]([C:19]([O-:21])=[O:20])[CH2:8][CH3:7]. (3) Given the reactants C[O:2][C:3](=O)[CH:4]=[CH:5][C:6]1[CH:10]=[CH:9][N:8]([S:11]([C:14]2[CH:19]=[CH:18][C:17]([CH3:20])=[CH:16][CH:15]=2)(=[O:13])=[O:12])[CH:7]=1.[Li+].[BH4-].CCCCCC.C(OCC)(=O)C, predict the reaction product. The product is: [C:17]1([CH3:20])[CH:16]=[CH:15][C:14]([S:11]([N:8]2[CH:9]=[CH:10][C:6]([CH:5]=[CH:4][CH2:3][OH:2])=[CH:7]2)(=[O:13])=[O:12])=[CH:19][CH:18]=1. (4) Given the reactants C(=O)([O-])[O-].[Cs+].[Cs+].[C:7]([O:11][C:12](=[O:25])[NH:13][CH2:14][C:15]([C:18]1[CH:23]=[CH:22][C:21]([OH:24])=[CH:20][CH:19]=1)([CH3:17])[CH3:16])([CH3:10])([CH3:9])[CH3:8].Cl[C:27]1[CH:35]=[CH:34][C:30]([C:31]([NH2:33])=[O:32])=[CH:29][N:28]=1, predict the reaction product. The product is: [C:7]([O:11][C:12](=[O:25])[NH:13][CH2:14][C:15]([C:18]1[CH:19]=[CH:20][C:21]([O:24][C:27]2[CH:35]=[CH:34][C:30]([C:31](=[O:32])[NH2:33])=[CH:29][N:28]=2)=[CH:22][CH:23]=1)([CH3:17])[CH3:16])([CH3:8])([CH3:9])[CH3:10]. (5) The product is: [ClH:1].[ClH:1].[F:8][C:9]1[CH:39]=[CH:38][C:12]2[N:13]([C@@H:22]3[CH2:26][CH2:25][N:24]([CH2:27][CH2:28][C:29]4[CH:30]=[CH:31][C:32]([N:35]([CH3:36])[CH3:37])=[CH:33][CH:34]=4)[CH2:23]3)[C:14]3[CH:21]=[CH:20][CH:19]=[CH:18][C:15]=3[O:16][CH2:17][C:11]=2[CH:10]=1. Given the reactants [ClH:1].C(OCC)(=O)C.[F:8][C:9]1[CH:39]=[CH:38][C:12]2[N:13]([C@@H:22]3[CH2:26][CH2:25][N:24]([CH2:27][CH2:28][C:29]4[CH:34]=[CH:33][C:32]([N:35]([CH3:37])[CH3:36])=[CH:31][CH:30]=4)[CH2:23]3)[C:14]3[CH:21]=[CH:20][CH:19]=[CH:18][C:15]=3[O:16][CH2:17][C:11]=2[CH:10]=1, predict the reaction product. (6) Given the reactants [Br:1][C:2]1[CH:7]=[CH:6][C:5]([CH2:8][C:9](=O)[CH3:10])=[C:4]([N+:12]([O-])=O)[CH:3]=1.[C]=O.FC1C=CC([N+]([O-])=O)=C(CC(=O)C)C=1, predict the reaction product. The product is: [Br:1][C:2]1[CH:3]=[C:4]2[C:5]([CH:8]=[C:9]([CH3:10])[NH:12]2)=[CH:6][CH:7]=1. (7) Given the reactants [CH2:1]([O:3][C:4]([C:6]1[CH:11]=[CH:10][CH:9]=[C:8]([CH3:12])[N:7]=1)=[O:5])[CH3:2].C1C(=O)N([Br:20])C(=O)C1, predict the reaction product. The product is: [CH2:1]([O:3][C:4]([C:6]1[CH:11]=[CH:10][CH:9]=[C:8]([CH2:12][Br:20])[N:7]=1)=[O:5])[CH3:2]. (8) Given the reactants [Cl:1][C:2]1[C:10]2[C:5](=[CH:6][CH:7]=[C:8]([F:11])[CH:9]=2)[NH:4][C:3]=1[C:12]([OH:14])=O.CN(C)C=O.[C:20]([NH:23][NH2:24])(=[O:22])[CH3:21].CN(C(ON1N=NC2C=CC=CC1=2)=[N+](C)C)C.F[P-](F)(F)(F)(F)F, predict the reaction product. The product is: [C:20]([NH:23][NH:24][C:12]([C:3]1[NH:4][C:5]2[C:10]([C:2]=1[Cl:1])=[CH:9][C:8]([F:11])=[CH:7][CH:6]=2)=[O:14])(=[O:22])[CH3:21].